Dataset: Full USPTO retrosynthesis dataset with 1.9M reactions from patents (1976-2016). Task: Predict the reactants needed to synthesize the given product. Given the product [CH2:14]([O:1][C:2]1[CH:7]=[C:6]([CH3:8])[CH:5]=[CH:4][C:3]=1[C:9](=[O:11])[CH3:10])[C:15]1[CH:20]=[CH:19][CH:18]=[CH:17][CH:16]=1, predict the reactants needed to synthesize it. The reactants are: [OH:1][C:2]1[CH:7]=[C:6]([CH3:8])[CH:5]=[CH:4][C:3]=1[C:9](=[O:11])[CH3:10].[OH-].[Na+].[CH2:14](Br)[C:15]1[CH:20]=[CH:19][CH:18]=[CH:17][CH:16]=1.